From a dataset of Forward reaction prediction with 1.9M reactions from USPTO patents (1976-2016). Predict the product of the given reaction. Given the reactants [CH2:1]([N:8]1[CH2:25][CH2:24][N:11]2[C:12](=[O:23])[C:13]3[C:14]([CH3:22])=[CH:15][CH:16]=[C:17]([O:20]C)[C:18]=3[CH2:19][C@@H:10]2[CH2:9]1)[C:2]1[CH:7]=[CH:6][CH:5]=[CH:4][CH:3]=1, predict the reaction product. The product is: [CH2:1]([N:8]1[CH2:25][CH2:24][N:11]2[C:12](=[O:23])[C:13]3[C:14]([CH3:22])=[CH:15][CH:16]=[C:17]([OH:20])[C:18]=3[CH2:19][C@@H:10]2[CH2:9]1)[C:2]1[CH:3]=[CH:4][CH:5]=[CH:6][CH:7]=1.